This data is from Reaction yield outcomes from USPTO patents with 853,638 reactions. The task is: Predict the reaction yield, written as a fraction of the theoretical maximum amount of product (1.0 means a 100% yield; for example, 0.34 means a 34% yield). (1) The reactants are I[C:2]1[CH:3]=[C:4]2[C:9](=[CH:10][CH:11]=1)[N:8]=[CH:7][N:6]=[C:5]2[O:12][C:13]1[CH:18]=[CH:17][CH:16]=[CH:15][CH:14]=1.O1[CH:30]=[CH:34][CH:33]=[C:32]1P([C:30]1O[CH:32]=[CH:33][CH:34]=1)[C:30]1O[CH:32]=[CH:33][CH:34]=1.C1([Zn])CCC1. The product is [CH:30]1([C:2]2[CH:3]=[C:4]3[C:9](=[CH:10][CH:11]=2)[N:8]=[CH:7][N:6]=[C:5]3[O:12][C:13]2[CH:18]=[CH:17][CH:16]=[CH:15][CH:14]=2)[CH2:34][CH2:33][CH2:32]1. The yield is 0.560. The catalyst is C1COCC1.C1C=CC(/C=C/C(/C=C/C2C=CC=CC=2)=O)=CC=1.C1C=CC(/C=C/C(/C=C/C2C=CC=CC=2)=O)=CC=1.C1C=CC(/C=C/C(/C=C/C2C=CC=CC=2)=O)=CC=1.[Pd].[Pd]. (2) The reactants are [F:1][C:2]([F:14])([F:13])[C:3]([C:5]1[CH:10]=[CH:9][C:8]([O:11]C)=[CH:7][CH:6]=1)=[O:4].[Cl-].[Li+]. The catalyst is CN(C=O)C. The product is [F:1][C:2]([F:13])([F:14])[C:3]([C:5]1[CH:10]=[CH:9][C:8]([OH:11])=[CH:7][CH:6]=1)=[O:4]. The yield is 0.880. (3) The reactants are C(O[C:6]([N:8]1[CH2:13][CH2:12][N:11]([C:14]2[C:19]([N+:20]([O-:22])=[O:21])=[CH:18][CH:17]=[CH:16][C:15]=2[Cl:23])[CH2:10][CH2:9]1)=O)(C)(C)C.FC(F)(F)C(O)=O.[C:31]([O:35][C:36]([N:38]1[CH2:43][CH2:42][C:41]2[N:44]([CH2:57][CH2:58]C=O)[N:45]=[C:46]([C:47]3[CH:52]=[CH:51][C:50]([C:53]([F:56])([F:55])[F:54])=[CH:49][CH:48]=3)[C:40]=2[CH2:39]1)=[O:37])([CH3:34])([CH3:33])[CH3:32].C(O)(=O)C.[BH-](OC(C)=O)(OC(C)=O)OC(C)=O.[Na+].C([O-])(O)=O.[Na+]. The catalyst is C(Cl)Cl. The product is [C:31]([O:35][C:36]([N:38]1[CH2:43][CH2:42][C:41]2[N:44]([CH2:57][CH2:58][CH2:6][N:8]3[CH2:9][CH2:10][N:11]([C:14]4[C:19]([N+:20]([O-:22])=[O:21])=[CH:18][CH:17]=[CH:16][C:15]=4[Cl:23])[CH2:12][CH2:13]3)[N:45]=[C:46]([C:47]3[CH:48]=[CH:49][C:50]([C:53]([F:55])([F:56])[F:54])=[CH:51][CH:52]=3)[C:40]=2[CH2:39]1)=[O:37])([CH3:34])([CH3:32])[CH3:33]. The yield is 0.920. (4) The reactants are Cl[C:2]1[N:7]=[C:6]([NH2:8])[C:5]([CH3:9])=[CH:4][N:3]=1.[N:10]1([CH2:16][C:17]2[CH:22]=[CH:21][C:20]([NH2:23])=[CH:19][CH:18]=2)[CH2:15][CH2:14][O:13][CH2:12][CH2:11]1. The catalyst is C(O)(=O)C. The product is [CH3:9][C:5]1[C:6]([NH2:8])=[N:7][C:2]([NH:23][C:20]2[CH:19]=[CH:18][C:17]([CH2:16][N:10]3[CH2:11][CH2:12][O:13][CH2:14][CH2:15]3)=[CH:22][CH:21]=2)=[N:3][CH:4]=1. The yield is 0.830. (5) The reactants are [NH2:1][C:2]1[CH:7]=[CH:6][C:5]([O:8][CH3:9])=[CH:4][C:3]=1[S:10]([NH2:13])(=[O:12])=[O:11].[Cl:14][C:15]1[CH:20]=[CH:19][C:18]([CH2:21][CH2:22][S:23](Cl)(=[O:25])=[O:24])=[CH:17][CH:16]=1. The catalyst is N1C=CC=CC=1. The product is [Cl:14][C:15]1[CH:16]=[CH:17][C:18]([CH2:21][CH2:22][S:23]([NH:1][C:2]2[CH:7]=[CH:6][C:5]([O:8][CH3:9])=[CH:4][C:3]=2[S:10]([NH2:13])(=[O:11])=[O:12])(=[O:25])=[O:24])=[CH:19][CH:20]=1. The yield is 0.880. (6) The catalyst is CC#N. The reactants are [N:1]12[CH2:8][CH2:7][C:4]([C:9]([C:17]3[CH:22]=[CH:21][CH:20]=[CH:19][CH:18]=3)([C:11]3[CH:16]=[CH:15][CH:14]=[CH:13][CH:12]=3)[OH:10])([CH2:5][CH2:6]1)[CH2:3][CH2:2]2.[C:23]1([CH2:29][O:30][CH2:31][CH2:32][CH2:33][CH2:34][Br:35])[CH:28]=[CH:27][CH:26]=[CH:25][CH:24]=1. The yield is 0.483. The product is [Br-:35].[OH:10][C:9]([C:17]1[CH:22]=[CH:21][CH:20]=[CH:19][CH:18]=1)([C:11]1[CH:12]=[CH:13][CH:14]=[CH:15][CH:16]=1)[C:4]12[CH2:5][CH2:6][N+:1]([CH2:34][CH2:33][CH2:32][CH2:31][O:30][CH2:29][C:23]3[CH:28]=[CH:27][CH:26]=[CH:25][CH:24]=3)([CH2:2][CH2:3]1)[CH2:8][CH2:7]2. (7) The reactants are [NH3:1].[CH3:2][C:3]1[S:4][C:5]([CH3:12])=[CH:6][C:7]=1[S:8](Cl)(=[O:10])=[O:9]. The catalyst is C1COCC1.CCOCC. The product is [CH3:2][C:3]1[S:4][C:5]([CH3:12])=[CH:6][C:7]=1[S:8]([NH2:1])(=[O:10])=[O:9]. The yield is 0.940. (8) The reactants are Cl[C:2]1[N:7]=[C:6]([CH3:8])[C:5]([F:9])=[CH:4][N:3]=1.[CH3:10][C:11]1[CH:12]=[C:13]([CH:15]=[C:16]([C:18]2[S:22][CH:21]=[N:20][CH:19]=2)[CH:17]=1)[NH2:14].CC1(C)C2C(=C(P(C3C=CC=CC=3)C3C=CC=CC=3)C=CC=2)OC2C(P(C3C=CC=CC=3)C3C=CC=CC=3)=CC=CC1=2.C(=O)([O-])[O-].[Cs+].[Cs+]. No catalyst specified. The product is [F:9][C:5]1[C:6]([CH3:8])=[N:7][C:2]([NH:14][C:13]2[CH:15]=[C:16]([C:18]3[S:22][CH:21]=[N:20][CH:19]=3)[CH:17]=[C:11]([CH3:10])[CH:12]=2)=[N:3][CH:4]=1. The yield is 0.570. (9) The reactants are S([N:11]1[C:19]2[C:14](=[CH:15][CH:16]=[CH:17][CH:18]=2)[C:13]([CH2:20][N:21]2[CH2:26][CH2:25][CH2:24][C:23]3([CH2:31][CH2:30][NH:29][CH2:28][CH2:27]3)[C:22]2=[O:32])=[CH:12]1)(C1C=CC(C)=CC=1)(=O)=O.C([O-])([O-])=O.[Cs+].[Cs+]. The catalyst is CO.O. The product is [NH:11]1[C:19]2[C:14](=[CH:15][CH:16]=[CH:17][CH:18]=2)[C:13]([CH2:20][N:21]2[CH2:26][CH2:25][CH2:24][C:23]3([CH2:31][CH2:30][NH:29][CH2:28][CH2:27]3)[C:22]2=[O:32])=[CH:12]1. The yield is 0.990. (10) The reactants are C1(P(C2C=CC=CC=2)C2C=CC=CC=2)C=CC=CC=1.BrN1C(=O)CCC1=O.[CH:28]1([CH2:33][CH:34]([C:38]2[CH:43]=[CH:42][C:41]([Cl:44])=[C:40]([Cl:45])[CH:39]=2)[C:35]([OH:37])=O)[CH2:32][CH2:31][CH2:30][CH2:29]1.[NH2:46][C:47]1[O:48][C:49]2[CH:55]=[CH:54][CH:53]=[CH:52][C:50]=2[N:51]=1.N1C=CC=CC=1. The catalyst is C(Cl)Cl.O. The product is [O:48]1[C:49]2[CH:55]=[CH:54][CH:53]=[CH:52][C:50]=2[N:51]=[C:47]1[NH:46][C:35](=[O:37])[CH:34]([C:38]1[CH:43]=[CH:42][C:41]([Cl:44])=[C:40]([Cl:45])[CH:39]=1)[CH2:33][CH:28]1[CH2:29][CH2:30][CH2:31][CH2:32]1. The yield is 0.760.